Dataset: Catalyst prediction with 721,799 reactions and 888 catalyst types from USPTO. Task: Predict which catalyst facilitates the given reaction. (1) The catalyst class is: 10. Reactant: C([O-])(=O)C([O-])=O.[CH2:7]1[C:10]2([CH2:13][N:12]([C:14]([O:16][C:17]([CH3:20])([CH3:19])[CH3:18])=[O:15])[CH2:11]2)[CH2:9][NH2+:8]1.[C:17]([O:16][C:14]([N:12]1[CH2:13][C:10]2([CH2:9][NH2+:8][CH2:7]2)[CH2:11]1)=[O:15])([CH3:20])([CH3:19])[CH3:18].C(=O)(O)O.[K].[K].Br[C:42]1[S:43][CH:44]=[C:45]([C:47]2[CH2:51][CH:50]([C:52]3[C:57]([F:58])=[CH:56][CH:55]=[CH:54][C:53]=3[F:59])[O:49][N:48]=2)[N:46]=1. Product: [F:58][C:57]1[CH:56]=[CH:55][CH:54]=[C:53]([F:59])[C:52]=1[CH:50]1[O:49][N:48]=[C:47]([C:45]2[N:46]=[C:42]([N:8]3[CH2:9][C:10]4([CH2:13][N:12]([C:14]([O:16][C:17]([CH3:20])([CH3:19])[CH3:18])=[O:15])[CH2:11]4)[CH2:7]3)[S:43][CH:44]=2)[CH2:51]1. (2) Reactant: [C:1](#[N:8])[C:2]1[CH:7]=[CH:6][CH:5]=[CH:4][CH:3]=1.C(=O)([O-])[O-].[K+].[K+].Cl.[NH2:16][OH:17]. Product: [OH:17][NH:16][C:1](=[NH:8])[C:2]1[CH:7]=[CH:6][CH:5]=[CH:4][CH:3]=1. The catalyst class is: 5.